The task is: Predict which catalyst facilitates the given reaction.. This data is from Catalyst prediction with 721,799 reactions and 888 catalyst types from USPTO. (1) Reactant: [Cl:1][C:2]1[C:9]([Cl:10])=[CH:8][CH:7]=[C:6]([N+:11]([O-:13])=[O:12])[C:3]=1[CH2:4][NH2:5].[CH2:14](N(CC)CC)[CH3:15].Br[CH2:22][C:23]([O:25]CC)=[O:24]. Product: [ClH:1].[CH2:14]([N:5]([CH2:4][C:3]1[C:6]([N+:11]([O-:13])=[O:12])=[CH:7][CH:8]=[C:9]([Cl:10])[C:2]=1[Cl:1])[CH2:22][C:23]([OH:25])=[O:24])[CH3:15]. The catalyst class is: 12. (2) Reactant: [NH2:1][CH2:2][C:3]1[C:12](=[O:13])[C:11]2[C:6](=[CH:7][C:8]([Cl:14])=[CH:9][CH:10]=2)[N:5]([C:15]2[CH:20]=[CH:19][CH:18]=[CH:17][CH:16]=2)[CH:4]=1.C(N(CC)C(C)C)(C)C.Cl[C:31]1[NH:32][C:33]2[CH:39]=[CH:38][CH:37]=[CH:36][C:34]=2[N:35]=1. Product: [NH:32]1[C:33]2[CH:39]=[CH:38][CH:37]=[CH:36][C:34]=2[N:35]=[C:31]1[NH:1][CH2:2][C:3]1[C:12](=[O:13])[C:11]2[C:6](=[CH:7][C:8]([Cl:14])=[CH:9][CH:10]=2)[N:5]([C:15]2[CH:16]=[CH:17][CH:18]=[CH:19][CH:20]=2)[CH:4]=1. The catalyst class is: 37. (3) Reactant: [Br:1][C:2]1[CH:3]=[C:4]([CH:8]=[CH:9][C:10]=1[CH3:11])[C:5]([OH:7])=O.C(Cl)(=O)C(Cl)=O.[C:18]1([O:24][CH2:25][CH3:26])[CH:23]=[CH:22][CH:21]=[CH:20][CH:19]=1.[Al+3].[Cl-].[Cl-].[Cl-]. Product: [Br:1][C:2]1[CH:3]=[C:4]([C:5]([C:21]2[CH:22]=[CH:23][C:18]([O:24][CH2:25][CH3:26])=[CH:19][CH:20]=2)=[O:7])[CH:8]=[CH:9][C:10]=1[CH3:11]. The catalyst class is: 59. (4) The catalyst class is: 5. Product: [CH2:19]([NH:26][C@H:6]1[CH2:5][C@H:4]([C:9]2[CH:14]=[CH:13][N:12]=[CH:11][C:10]=2[N+:15]([O-:17])=[O:16])[O:3][C:2]([CH3:18])([CH3:1])[CH2:7]1)[C:20]1[CH:25]=[CH:24][CH:23]=[CH:22][CH:21]=1. Reactant: [CH3:1][C:2]1([CH3:18])[CH2:7][C:6](=O)[CH2:5][CH:4]([C:9]2[CH:14]=[CH:13][N:12]=[CH:11][C:10]=2[N+:15]([O-:17])=[O:16])[O:3]1.[CH2:19]([NH2:26])[C:20]1[CH:25]=[CH:24][CH:23]=[CH:22][CH:21]=1.[Li+].[BH4-]. (5) Reactant: [NH:1]1[C:9]2[C:4](=[CH:5][CH:6]=[CH:7][CH:8]=2)[CH2:3][C:2]1=[O:10].[Li+].C[Si]([N-][Si](C)(C)C)(C)C.C1COCC1.[O:26]1CCO[CH:27]1[C:31]1[CH:32]=[C:33]2[C:37](=[CH:38][CH:39]=1)[C:36](=O)[O:35][CH2:34]2.Cl. Product: [O:10]=[C:2]1[C:3](=[C:36]2[C:37]3[C:33](=[CH:32][C:31]([CH:27]=[O:26])=[CH:39][CH:38]=3)[CH2:34][O:35]2)[C:4]2[C:9](=[CH:8][CH:7]=[CH:6][CH:5]=2)[NH:1]1. The catalyst class is: 20.